This data is from NCI-60 drug combinations with 297,098 pairs across 59 cell lines. The task is: Regression. Given two drug SMILES strings and cell line genomic features, predict the synergy score measuring deviation from expected non-interaction effect. Drug 1: CC1=C2C(C(=O)C3(C(CC4C(C3C(C(C2(C)C)(CC1OC(=O)C(C(C5=CC=CC=C5)NC(=O)OC(C)(C)C)O)O)OC(=O)C6=CC=CC=C6)(CO4)OC(=O)C)OC)C)OC. Drug 2: CC1C(C(CC(O1)OC2CC(CC3=C2C(=C4C(=C3O)C(=O)C5=C(C4=O)C(=CC=C5)OC)O)(C(=O)CO)O)N)O.Cl. Cell line: SW-620. Synergy scores: CSS=42.0, Synergy_ZIP=-9.74, Synergy_Bliss=-12.0, Synergy_Loewe=-3.23, Synergy_HSA=-1.89.